This data is from Catalyst prediction with 721,799 reactions and 888 catalyst types from USPTO. The task is: Predict which catalyst facilitates the given reaction. (1) Reactant: [Br:1][C:2]1[CH:3]=[CH:4][C:5](F)=[C:6]([CH:9]=1)[CH:7]=[O:8].[NH:11]1[CH2:16][CH2:15][CH2:14][CH2:13][CH2:12]1.C(=O)([O-])[O-].[K+].[K+].O. Product: [Br:1][C:2]1[CH:3]=[CH:4][C:5]([N:11]2[CH2:16][CH2:15][CH2:14][CH2:13][CH2:12]2)=[C:6]([CH:9]=1)[CH:7]=[O:8]. The catalyst class is: 3. (2) The catalyst class is: 11. Product: [NH2:14][C:11]1[N:12]=[N:13][C:8]([N:4]2[C:5]([CH3:7])=[CH:6][C:2]([CH3:1])=[N:3]2)=[N:9][N:10]=1. Reactant: [CH3:1][C:2]1[CH:6]=[C:5]([CH3:7])[N:4]([C:8]2[N:9]=[N:10][C:11]([N:14]3C(C)=CC(C)=N3)=[N:12][N:13]=2)[N:3]=1. (3) Reactant: [NH2:1][C:2]1([CH2:18][C:19]([O:21][CH2:22][CH3:23])=[O:20])[CH2:7][CH2:6][N:5]([C:8]2[C:9]([N+:14]([O-:16])=[O:15])=[N:10][CH:11]=[CH:12][CH:13]=2)[CH2:4][CH:3]1[F:17].[CH3:24][C:25]([O:28][C:29](O[C:29]([O:28][C:25]([CH3:27])([CH3:26])[CH3:24])=[O:30])=[O:30])([CH3:27])[CH3:26].CCN(C(C)C)C(C)C. Product: [C:25]([O:28][C:29]([NH:1][C:2]1([CH2:18][C:19]([O:21][CH2:22][CH3:23])=[O:20])[CH2:7][CH2:6][N:5]([C:8]2[C:9]([N+:14]([O-:16])=[O:15])=[N:10][CH:11]=[CH:12][CH:13]=2)[CH2:4][CH:3]1[F:17])=[O:30])([CH3:27])([CH3:26])[CH3:24]. The catalyst class is: 20.